This data is from Full USPTO retrosynthesis dataset with 1.9M reactions from patents (1976-2016). The task is: Predict the reactants needed to synthesize the given product. (1) Given the product [CH:1]12[CH2:7][CH:4]([CH:5]=[CH:6]1)[CH2:3][CH:2]2[NH:8][C:9](=[S:10])[NH:11][N:12]=[CH:18][C:17]1[CH:20]=[CH:21][C:14]([OH:13])=[CH:15][CH:16]=1, predict the reactants needed to synthesize it. The reactants are: [CH:1]12[CH2:7][CH:4]([CH:5]=[CH:6]1)[CH2:3][CH:2]2[NH:8][C:9]([NH:11][NH2:12])=[S:10].[OH:13][C:14]1[CH:21]=[CH:20][C:17]([CH:18]=O)=[CH:16][CH:15]=1. (2) Given the product [F:1][C:2]1[CH:7]=[CH:6][C:5]([C:18]2[N:22]3[N:23]=[CH:24][C:25]([C:27]([OH:30])([CH3:28])[CH3:29])=[N:26][C:21]3=[N:20][CH:19]=2)=[CH:4][C:3]=1[C:11]1[CH:16]=[CH:15][N:14]=[N:13][CH:12]=1, predict the reactants needed to synthesize it. The reactants are: [F:1][C:2]1[CH:7]=[CH:6][C:5](B(O)O)=[CH:4][C:3]=1[C:11]1[CH:16]=[CH:15][N:14]=[N:13][CH:12]=1.Br[C:18]1[N:22]2[N:23]=[CH:24][C:25]([C:27]([OH:30])([CH3:29])[CH3:28])=[N:26][C:21]2=[N:20][CH:19]=1. (3) Given the product [CH:1]1([C:4]([N:6]([CH2:9][C:10]2[CH:15]=[C:14]([C:16]([F:19])([F:18])[F:17])[CH:13]=[CH:12][C:11]=2[C:20]2[C:25]([O:26][CH3:27])=[CH:24][CH:23]=[C:22]([CH:28]([CH3:32])[C:29]([Cl:43])=[O:30])[CH:21]=2)[CH2:7][CH3:8])=[O:5])[CH2:3][CH2:2]1, predict the reactants needed to synthesize it. The reactants are: [CH:1]1([C:4]([N:6]([CH2:9][C:10]2[CH:15]=[C:14]([C:16]([F:19])([F:18])[F:17])[CH:13]=[CH:12][C:11]=2[C:20]2[C:25]([O:26][CH3:27])=[CH:24][CH:23]=[C:22]([CH:28]([CH3:32])[C:29](O)=[O:30])[CH:21]=2)[CH2:7][CH3:8])=[O:5])[CH2:3][CH2:2]1.C(N(CC)CC)C.C(Cl)(=O)C([Cl:43])=O. (4) The reactants are: [NH2:1][C:2]1[CH:3]=[CH:4][C:5]([O:12][C:13]2[CH:14]=[N:15][CH:16]=[C:17]([Cl:19])[CH:18]=2)=[C:6]([C:8](=[O:11])[CH2:9][CH3:10])[CH:7]=1.[CH3:20][O:21][C:22]1[CH:23]=[C:24]([N:30]=[C:31]=[O:32])[CH:25]=[CH:26][C:27]=1[O:28][CH3:29]. Given the product [Cl:19][C:17]1[CH:18]=[C:13]([O:12][C:5]2[CH:4]=[CH:3][C:2]([NH:1][C:31]([NH:30][C:24]3[CH:25]=[CH:26][C:27]([O:28][CH3:29])=[C:22]([O:21][CH3:20])[CH:23]=3)=[O:32])=[CH:7][C:6]=2[C:8](=[O:11])[CH2:9][CH3:10])[CH:14]=[N:15][CH:16]=1, predict the reactants needed to synthesize it. (5) Given the product [O:25]1[CH2:16][CH:17]1[CH2:18][S:19][CH2:33][C:27]1[CH:32]=[CH:31][CH:30]=[C:29]([CH2:20][S:19][CH2:18][CH:17]2[O:23][CH2:16]2)[CH:28]=1, predict the reactants needed to synthesize it. The reactants are: Cl[CH:16](C1C=CC=C([CH:16](Cl)[CH:17]([OH:23])[CH2:18][S:19][CH2:20]CC)C=1)[CH:17]([OH:23])[CH2:18][S:19][CH2:20]CC.[OH-:25].[Na+].[C:27]1([CH3:33])[CH:32]=[CH:31][CH:30]=[CH:29][CH:28]=1.